Dataset: Experimentally validated miRNA-target interactions with 360,000+ pairs, plus equal number of negative samples. Task: Binary Classification. Given a miRNA mature sequence and a target amino acid sequence, predict their likelihood of interaction. The miRNA is hsa-miR-4787-3p with sequence GAUGCGCCGCCCACUGCCCCGCGC. The protein sequence of the target gene is MDAVAFEDVAVNFTQEEWALLGPSQKNLYRYVMQETIRNLDCIRMIWEEQNTEDQYKNPRRNLRCHMVERFSESKDSSQCGETFSLIRDSIVNNSICPGEDPCQSAECEEVIMGHLSLNSHIRVDSGHKPHEYQEYGEKPHTHKQRGKAFSYHHSFQSRGRPHTGKKRYECKECGKTFSSRRNLRRHMVVQGGNRPYKCKLCGKAFFWPSLLRMHERTHTGEKPYECKQCSKAFPFYSSYRRHERMHTGEKPYECKQCSKALPDSSSYIRHERTHTGEKPYTCKQCGKAFSVSSSLRRHE.... Result: 0 (no interaction).